From a dataset of Catalyst prediction with 721,799 reactions and 888 catalyst types from USPTO. Predict which catalyst facilitates the given reaction. Reactant: [CH3:1][O:2][CH2:3][O:4][C:5]1[C:6]([C:20](=[O:29])[C:21]2[CH:26]=[CH:25][C:24]([O:27][CH3:28])=[CH:23][CH:22]=2)=[C:7]([CH2:15][C:16]([O:18][CH3:19])=[O:17])[CH:8]=[C:9]([O:11][CH2:12][O:13][CH3:14])[CH:10]=1.[Br:30]N1C(=O)CCC1=O.O. Product: [CH3:14][O:13][CH2:12][O:11][C:9]1[C:8]([Br:30])=[C:7]([CH2:15][C:16]([O:18][CH3:19])=[O:17])[C:6]([C:20](=[O:29])[C:21]2[CH:22]=[CH:23][C:24]([O:27][CH3:28])=[CH:25][CH:26]=2)=[C:5]([O:4][CH2:3][O:2][CH3:1])[CH:10]=1. The catalyst class is: 9.